This data is from NCI-60 drug combinations with 297,098 pairs across 59 cell lines. The task is: Regression. Given two drug SMILES strings and cell line genomic features, predict the synergy score measuring deviation from expected non-interaction effect. (1) Drug 1: CN1C(=O)N2C=NC(=C2N=N1)C(=O)N. Drug 2: CN(CCCl)CCCl.Cl. Cell line: SF-295. Synergy scores: CSS=13.0, Synergy_ZIP=-1.55, Synergy_Bliss=3.63, Synergy_Loewe=-1.05, Synergy_HSA=2.01. (2) Cell line: K-562. Synergy scores: CSS=32.4, Synergy_ZIP=3.44, Synergy_Bliss=4.04, Synergy_Loewe=-8.69, Synergy_HSA=1.02. Drug 2: C1=NC2=C(N=C(N=C2N1C3C(C(C(O3)CO)O)F)Cl)N. Drug 1: C1CCN(CC1)CCOC2=CC=C(C=C2)C(=O)C3=C(SC4=C3C=CC(=C4)O)C5=CC=C(C=C5)O. (3) Drug 1: CC1C(C(CC(O1)OC2CC(CC3=C2C(=C4C(=C3O)C(=O)C5=C(C4=O)C(=CC=C5)OC)O)(C(=O)C)O)N)O.Cl. Drug 2: C1CN1P(=S)(N2CC2)N3CC3. Cell line: HT29. Synergy scores: CSS=21.1, Synergy_ZIP=-6.76, Synergy_Bliss=2.85, Synergy_Loewe=-14.3, Synergy_HSA=2.31. (4) Drug 1: CC1C(C(CC(O1)OC2CC(CC3=C2C(=C4C(=C3O)C(=O)C5=C(C4=O)C(=CC=C5)OC)O)(C(=O)C)O)N)O.Cl. Drug 2: CC(C)NC(=O)C1=CC=C(C=C1)CNNC.Cl. Cell line: PC-3. Synergy scores: CSS=1.29, Synergy_ZIP=-2.61, Synergy_Bliss=-3.30, Synergy_Loewe=-25.5, Synergy_HSA=-6.24. (5) Cell line: A498. Drug 2: CC1=C(C(CCC1)(C)C)C=CC(=CC=CC(=CC(=O)O)C)C. Drug 1: CC1=CC2C(CCC3(C2CCC3(C(=O)C)OC(=O)C)C)C4(C1=CC(=O)CC4)C. Synergy scores: CSS=8.97, Synergy_ZIP=-3.34, Synergy_Bliss=-0.968, Synergy_Loewe=2.87, Synergy_HSA=2.12. (6) Drug 1: CCC1=C2CN3C(=CC4=C(C3=O)COC(=O)C4(CC)O)C2=NC5=C1C=C(C=C5)O. Drug 2: C(CN)CNCCSP(=O)(O)O. Cell line: NCI-H226. Synergy scores: CSS=19.5, Synergy_ZIP=-4.73, Synergy_Bliss=1.58, Synergy_Loewe=-17.1, Synergy_HSA=1.06. (7) Drug 1: CCC1=CC2CC(C3=C(CN(C2)C1)C4=CC=CC=C4N3)(C5=C(C=C6C(=C5)C78CCN9C7C(C=CC9)(C(C(C8N6C)(C(=O)OC)O)OC(=O)C)CC)OC)C(=O)OC.C(C(C(=O)O)O)(C(=O)O)O. Drug 2: CN(CC1=CN=C2C(=N1)C(=NC(=N2)N)N)C3=CC=C(C=C3)C(=O)NC(CCC(=O)O)C(=O)O. Cell line: BT-549. Synergy scores: CSS=51.7, Synergy_ZIP=-2.55, Synergy_Bliss=-0.601, Synergy_Loewe=-4.62, Synergy_HSA=0.0114.